This data is from Reaction yield outcomes from USPTO patents with 853,638 reactions. The task is: Predict the reaction yield, written as a fraction of the theoretical maximum amount of product (1.0 means a 100% yield; for example, 0.34 means a 34% yield). (1) The reactants are [CH3:1][N:2]1[CH:6]=[C:5](B2OC(C)(C)C(C)(C)O2)[CH:4]=[N:3]1.[CH2:16]([N:23]([CH2:35][C:36]1[CH:41]=[CH:40][CH:39]=[CH:38][CH:37]=1)[C@@H:24]1[CH2:33][CH2:32][C:31]2[C:26](=[C:27](Br)[CH:28]=[CH:29][CH:30]=2)[CH2:25]1)[C:17]1[CH:22]=[CH:21][CH:20]=[CH:19][CH:18]=1. No catalyst specified. The product is [CH2:35]([N:23]([CH2:16][C:17]1[CH:22]=[CH:21][CH:20]=[CH:19][CH:18]=1)[C@@H:24]1[CH2:33][CH2:32][C:31]2[C:26](=[C:27]([C:5]3[CH:4]=[N:3][N:2]([CH3:1])[CH:6]=3)[CH:28]=[CH:29][CH:30]=2)[CH2:25]1)[C:36]1[CH:37]=[CH:38][CH:39]=[CH:40][CH:41]=1. The yield is 0.960. (2) The yield is 0.600. The catalyst is C(O)C. The product is [Cl-:8].[NH2:15][C:14](=[NH2+:9])[N:4]1[CH2:5][CH2:6][NH:1][C:2](=[O:7])[CH2:3]1. The reactants are [NH:1]1[CH2:6][CH2:5][NH:4][CH2:3][C:2]1=[O:7].[ClH:8].[N:9]1([C:14](N)=[NH:15])C=CC=N1. (3) The reactants are C([O:8][C:9]1[C:10](=[O:24])[NH:11][C:12](=[O:23])[N:13]([CH2:15][CH2:16][C:17]2[CH:22]=[CH:21][CH:20]=[CH:19][CH:18]=2)[N:14]=1)C1C=CC=CC=1. The catalyst is CO.C(O)(=O)C.[Pd]. The product is [OH:8][C:9]1[C:10](=[O:24])[NH:11][C:12](=[O:23])[N:13]([CH2:15][CH2:16][C:17]2[CH:22]=[CH:21][CH:20]=[CH:19][CH:18]=2)[N:14]=1. The yield is 0.600. (4) The reactants are [CH3:1][O:2][C:3](=[O:15])[C:4]1[CH:9]=[C:8]([S:10]([CH3:13])(=[O:12])=[O:11])[CH:7]=[C:6]([NH2:14])[CH:5]=1.C(N(CC)CC)C.CN(C1C=CC=CN=1)C.[C:32]([O:36][C:37](O[C:37]([O:36][C:32]([CH3:35])([CH3:34])[CH3:33])=[O:38])=[O:38])([CH3:35])([CH3:34])[CH3:33]. The catalyst is O1CCOCC1. The product is [CH3:1][O:2][C:3](=[O:15])[C:4]1[CH:9]=[C:8]([S:10]([CH3:13])(=[O:12])=[O:11])[CH:7]=[C:6]([NH:14][C:37]([O:36][C:32]([CH3:35])([CH3:34])[CH3:33])=[O:38])[CH:5]=1. The yield is 0.735.